This data is from Peptide-MHC class II binding affinity with 134,281 pairs from IEDB. The task is: Regression. Given a peptide amino acid sequence and an MHC pseudo amino acid sequence, predict their binding affinity value. This is MHC class II binding data. (1) The binding affinity (normalized) is 0.352. The MHC is DRB1_1302 with pseudo-sequence DRB1_1302. The peptide sequence is RLEFDEFVTLAAKFI. (2) The peptide sequence is SKKDKFVAANAGGTV. The MHC is DRB1_0101 with pseudo-sequence DRB1_0101. The binding affinity (normalized) is 0.882. (3) The peptide sequence is SLMYFHKRDMRLLSL. The MHC is HLA-DQA10501-DQB10302 with pseudo-sequence HLA-DQA10501-DQB10302. The binding affinity (normalized) is 0.484.